This data is from HIV replication inhibition screening data with 41,000+ compounds from the AIDS Antiviral Screen. The task is: Binary Classification. Given a drug SMILES string, predict its activity (active/inactive) in a high-throughput screening assay against a specified biological target. (1) The compound is CC1OC(OC23C(=O)CC(C)(O)CC2(O)C=CC2=C3C(=O)c3ccc(C4CC(OC5CCC(OC6CC(O)C(O)C(C)O6)C(C)O5)C(O)C(C)O4)c(O)c3C2=O)CCC1O. The result is 0 (inactive). (2) The compound is CC(CN(C)C)C(=O)c1ccccc1. The result is 0 (inactive). (3) The drug is CCN(CC)CCCNc1ncnc2c1C(c1ccccc1)c1ccccc1-2. The result is 0 (inactive). (4) The molecule is COC(=O)CCC1(C)C2CCC1(C)C(=NO)C2. The result is 0 (inactive).